Dataset: Catalyst prediction with 721,799 reactions and 888 catalyst types from USPTO. Task: Predict which catalyst facilitates the given reaction. (1) Reactant: [C:1]1(=[O:7])[O:6][C:4](=[O:5])[CH2:3][CH2:2]1.[CH3:8][N:9]([CH3:13])[CH2:10][CH2:11][NH2:12].O1CCOCC1. Product: [CH3:8][N:9]([CH3:13])[CH2:10][CH2:11][NH:12][C:1](=[O:7])[CH2:2][CH2:3][C:4]([OH:6])=[O:5]. The catalyst class is: 311. (2) The catalyst class is: 266. Product: [CH3:16][CH:15]([CH3:17])[CH:2]([NH:1][CH2:34][C:22]1[C:21]([N+:18]([O-:20])=[O:19])=[CH:26][N:25]=[C:24]([O:27][C:28]2[CH:29]=[CH:30][CH:31]=[CH:32][CH:33]=2)[CH:23]=1)[C:3]([N:5]([CH3:14])[CH2:6][CH2:7][C:8]1[CH:13]=[CH:12][CH:11]=[CH:10][CH:9]=1)=[O:4]. Reactant: [NH2:1][CH:2]([CH:15]([CH3:17])[CH3:16])[C:3]([N:5]([CH3:14])[CH2:6][CH2:7][C:8]1[CH:13]=[CH:12][CH:11]=[CH:10][CH:9]=1)=[O:4].[N+:18]([C:21]1[C:22]([CH:34]=O)=[CH:23][C:24]([O:27][C:28]2[CH:33]=[CH:32][CH:31]=[CH:30][CH:29]=2)=[N:25][CH:26]=1)([O-:20])=[O:19].C(O[BH-](OC(=O)C)OC(=O)C)(=O)C.[Na+].[OH-].[Na+].